From a dataset of hERG Central: cardiac toxicity at 1µM, 10µM, and general inhibition. Predict hERG channel inhibition at various concentrations. (1) The molecule is CN1C[C@@H]2C(c3ccc(C(F)(F)F)cc3)C3(c4cccnc4)CC2(C3)[C@H]1c1ccccc1. Results: hERG_inhib (hERG inhibition (general)): blocker. (2) The compound is COc1ccc(CC(C)NCCC(c2ccccc2)c2ccccc2)cc1. Results: hERG_inhib (hERG inhibition (general)): blocker.